Dataset: Forward reaction prediction with 1.9M reactions from USPTO patents (1976-2016). Task: Predict the product of the given reaction. (1) Given the reactants [CH3:1][C:2]1([N:14]2[CH2:19][CH2:18][CH:17]([N:20]3[C:24]4[CH:25]=[CH:26][CH:27]=[CH:28][C:23]=4[NH:22][C:21]3=[O:29])[CH2:16][CH2:15]2)[CH2:6][CH2:5][N:4]([C:7]([O:9]C(C)(C)C)=[O:8])[CH2:3]1.C(Cl)(=O)O[CH2:32][C:33]#[C:34][CH3:35], predict the reaction product. The product is: [CH3:1][C:2]1([N:14]2[CH2:19][CH2:18][CH:17]([N:20]3[C:24]4[CH:25]=[CH:26][CH:27]=[CH:28][C:23]=4[NH:22][C:21]3=[O:29])[CH2:16][CH2:15]2)[CH2:6][CH2:5][N:4]([C:7]([O:9][CH2:32][C:33]#[C:34][CH3:35])=[O:8])[CH2:3]1. (2) Given the reactants Cl.[CH3:2][O:3][C:4]1[C:9]2[N:10]=[C:11]([C:13]3[NH:22][C:16]4[CH2:17][CH2:18][NH:19][CH2:20][CH2:21][C:15]=4[N:14]=3)[S:12][C:8]=2[C:7]([N:23]2[CH2:28][CH2:27][O:26][CH2:25][CH2:24]2)=[CH:6][CH:5]=1.C(N(C(C)C)C(C)C)C.[CH3:38][N:39]([CH3:43])[C:40](Cl)=[O:41], predict the reaction product. The product is: [CH3:38][N:39]([CH3:43])[C:40]([N:19]1[CH2:20][CH2:21][C:15]2[N:14]=[C:13]([C:11]3[S:12][C:8]4[C:7]([N:23]5[CH2:24][CH2:25][O:26][CH2:27][CH2:28]5)=[CH:6][CH:5]=[C:4]([O:3][CH3:2])[C:9]=4[N:10]=3)[NH:22][C:16]=2[CH2:17][CH2:18]1)=[O:41].